Dataset: Forward reaction prediction with 1.9M reactions from USPTO patents (1976-2016). Task: Predict the product of the given reaction. (1) Given the reactants FC(F)(F)S([O:6][Si:7]([C:10]([CH3:13])([CH3:12])[CH3:11])([CH3:9])[CH3:8])(=O)=O.O[C:17]1([C:31]2[S:32][CH:33]=[CH:34][N:35]=2)[CH2:26][CH2:25][CH2:24][C:23]2[CH:22]=[C:21]([C:27]([O:29][CH3:30])=[O:28])[CH:20]=[CH:19][C:18]1=2.O, predict the reaction product. The product is: [Si:7]([O:6][C:17]1([C:31]2[S:32][CH:33]=[CH:34][N:35]=2)[CH2:26][CH2:25][CH2:24][C:23]2[CH:22]=[C:21]([C:27]([O:29][CH3:30])=[O:28])[CH:20]=[CH:19][C:18]1=2)([C:10]([CH3:11])([CH3:12])[CH3:13])([CH3:8])[CH3:9]. (2) Given the reactants [Cl:1][C:2]1[CH:11]=[C:10]2[C:5]([CH:6]=[C:7]([C:13]3[C:14]([CH3:21])=[CH:15][C:16]([F:20])=[C:17]([CH:19]=3)[NH2:18])[C:8]([CH3:12])=[N:9]2)=[CH:4][N:3]=1.C([O-])(O)=O.[Na+].Cl[C:28]([O:30][C:31]([CH3:33])=[CH2:32])=[O:29], predict the reaction product. The product is: [CH2:32]=[C:31]([O:30][C:28](=[O:29])[NH:18][C:17]1[CH:19]=[C:13]([C:7]2[C:8]([CH3:12])=[N:9][C:10]3[C:5]([CH:6]=2)=[CH:4][N:3]=[C:2]([Cl:1])[CH:11]=3)[C:14]([CH3:21])=[CH:15][C:16]=1[F:20])[CH3:33].